Predict the reactants needed to synthesize the given product. From a dataset of Full USPTO retrosynthesis dataset with 1.9M reactions from patents (1976-2016). (1) Given the product [F:26][C:27]1[CH:32]=[C:31]([C:2]#[C:1][C:3]2[N:4]=[N:5][C:6]([N:9]3[CH2:10][CH2:11][CH:12]([O:15][C:16]4[CH:21]=[CH:20][CH:19]=[CH:18][C:17]=4[C:22]([F:25])([F:24])[F:23])[CH2:13][CH2:14]3)=[CH:7][CH:8]=2)[CH:30]=[CH:29][CH:28]=1, predict the reactants needed to synthesize it. The reactants are: [C:1]([C:3]1[N:4]=[N:5][C:6]([N:9]2[CH2:14][CH2:13][CH:12]([O:15][C:16]3[CH:21]=[CH:20][CH:19]=[CH:18][C:17]=3[C:22]([F:25])([F:24])[F:23])[CH2:11][CH2:10]2)=[CH:7][CH:8]=1)#[CH:2].[F:26][C:27]1[CH:28]=[C:29](I)[CH:30]=[CH:31][CH:32]=1. (2) The reactants are: [CH:1]1([N:6]2[C:11]3[N:12]=[C:13]([S:16][CH3:17])[N:14]=[CH:15][C:10]=3[CH:9]=[C:8]([CH2:18][O:19][CH2:20][CH3:21])[C:7]2=[O:22])[CH2:5][CH2:4][CH2:3][CH2:2]1.C1(S(N2C(C3C=CC=CC=3)O2)(=O)=[O:30])C=CC=CC=1. Given the product [CH:1]1([N:6]2[C:11]3[N:12]=[C:13]([S:16]([CH3:17])=[O:30])[N:14]=[CH:15][C:10]=3[CH:9]=[C:8]([CH2:18][O:19][CH2:20][CH3:21])[C:7]2=[O:22])[CH2:2][CH2:3][CH2:4][CH2:5]1, predict the reactants needed to synthesize it.